Task: Predict the reaction yield, written as a fraction of the theoretical maximum amount of product (1.0 means a 100% yield; for example, 0.34 means a 34% yield).. Dataset: Reaction yield outcomes from USPTO patents with 853,638 reactions The reactants are Br[C:2]1[N:3]=[CH:4][C:5]([NH:8][C:9](=[O:28])[C@@H:10]([C:17]2[CH:22]=[CH:21][C:20]([S:23]([CH3:26])(=[O:25])=[O:24])=[C:19]([Cl:27])[CH:18]=2)[CH2:11][CH:12]2[CH2:16][CH2:15][CH2:14][CH2:13]2)=[N:6][CH:7]=1.[I-].[K+].C1OCCOCCOCCOCCOCC[O:33][CH2:32]1.C(N(CC)CC)C.C([SiH](CCCCCC)CCCCCC)CCCCC. The catalyst is CN(C)C=O.C([O-])(=O)C.[Pd+2].C([O-])(=O)C.C1(C(C2C=CC=CC=2)CCP)C=CC=CC=1. The product is [Cl:27][C:19]1[CH:18]=[C:17]([CH:10]([CH2:11][CH:12]2[CH2:16][CH2:15][CH2:14][CH2:13]2)[C:9]([NH:8][C:5]2[CH:4]=[N:3][C:2]([CH:32]=[O:33])=[CH:7][N:6]=2)=[O:28])[CH:22]=[CH:21][C:20]=1[S:23]([CH3:26])(=[O:25])=[O:24]. The yield is 0.300.